This data is from Forward reaction prediction with 1.9M reactions from USPTO patents (1976-2016). The task is: Predict the product of the given reaction. Given the reactants [Br:1][C:2]1[CH:3]=[C:4]2[C:8](=[CH:9][CH:10]=1)[NH:7][C:6]([C:11]1[CH:16]=[CH:15][CH:14]=[CH:13][C:12]=1[F:17])=[CH:5]2.[H-].[Na+].[C:20]1([S:26](Cl)(=[O:28])=[O:27])[CH:25]=[CH:24][CH:23]=[CH:22][CH:21]=1, predict the reaction product. The product is: [C:20]1([S:26]([N:7]2[C:8]3[C:4](=[CH:3][C:2]([Br:1])=[CH:10][CH:9]=3)[CH:5]=[C:6]2[C:11]2[CH:16]=[CH:15][CH:14]=[CH:13][C:12]=2[F:17])(=[O:28])=[O:27])[CH:25]=[CH:24][CH:23]=[CH:22][CH:21]=1.